Dataset: B-cell epitopes from IEDB database with 3,159 antigens for binding position prediction. Task: Token-level Classification. Given an antigen amino acid sequence, predict which amino acid positions are active epitope sites capable of antibody binding. Output is a list of indices for active positions. (1) Given the antigen sequence: MFCTSPATRGDSSESKPGASVDVNGKMEYGSAPGPLNGRDTSRGPGAFCTPGWEIHPARLVEDINRVFLCIAQSSGRVTRDSRRLRRICLDFYLMGRTRQRPTLACWEELLQLQPTQTQCLRATLMEVSHRPPRGEDGFIEAPNVPLHRSALECDVSDDGGEDDSDDDGSTPSDVIEFRDSDAESSDGEDFIVEEESEESTDSCEPDGVPGDCYRDGDGCNTPSPKRPQRAIERYAGAETAEYTAAKALTALGEGGVDWKRRRHEAPRRHDIPPPHGV, which amino acid positions are active epitope sites? The epitope positions are: [249, 250, 251, 252, 253, 254, 255, 256, 257, 258]. The amino acids at these positions are: TALGEGGVDW. (2) The epitope positions are: [443, 444, 445, 446, 447, 448, 449, 450, 451, 452, 453, 454, 455, 456, 457]. The amino acids at these positions are: GTLEYTVTQNGVTTT. Given the antigen sequence: MHKITHKSIVSRHTFAVYLLVSGQKLQYIYIFICKMIRRLFQYTSMTFAWILLFLSAASPSLGAFECGVPHFKPYIWKSGRIVGGTDVRPHSHPWQIQLLKSETGGYSSLCGGSLVHFGKPSNGTRFVLTAAHCITTSNMYPRTSRFTVVTGAHNIKMHEKEKKRIPITSYYVQHWNPVMTTNDIALLRLAETVYYNEYTRPVCLPEPNEELTPGDICVVTGWGDTTENGTTSNTLKQVGVKIMKKGTCANVRSEVITFCAGAMEGGKDSCQGDSGGPLICKKNGKSVQFGVVSYGTGCARKGYPGVYAKVPSYVTWLNKAAKELENSPEGTVKWASKEDSPVDLSTASRPTNPYTGSRPTSPSSGSRPTYPSSGSRPTSPSSGSRPTYPSSGSRPTYPSSGSRPTYPYTGSRPTPQKPVFPSYQKYPPAVQKYIDSLPSGTQGTLEYTVTQNGVTTTTYYHFSK, which amino acid positions are active epitope sites? (3) Given the antigen sequence: QKTGAHETSLSASGNSIIHYTNINYYKDAASNSANRQDFTQDPSKFTEPVKDVMIKSLPALNSPTVEECGYSDRVRSITLGNSTITTQECANVVVGYGVWPDYLSDEEATAEDQPTQPDVATCRFYTLNSVKWEMQSA, which amino acid positions are active epitope sites? The epitope positions are: [52, 53, 54, 55, 56, 57, 58, 59, 60, 61, 62, 63, 64, 65, 66, 67, 68]. The amino acids at these positions are: VMIKSLPALNSPTVEEC. (4) Given the antigen sequence: MRMSVGLSLLLPLSGRTFLLLLSVVMAQSHWPSEPSEAVRDWENQLEASMHSVLSDLHEAVPTVVGIPDGTAVVGRSFRVTIPTDLIASSGDIIKVSAAGKEALPSWLHWDSQSHTLEGLPLDTDKGVHYISVSATRLGANGSHIPQTSSVFSIEVYPEDHSELQSVRTASPDPGEVVSSACAADEPVTVLTVILDADLTKMTPKQRIDLLHRMRSFSEVELHNMKLVPVVNNRLFDMSAFMAGPGNAKKVVENGALLSWKLGCSLNQNSVPDIHGVEAPAREGAMSAQLGYPVVGWHIANKKPPLPKRVRRQIHATPTPVTAIGPPTTAIQEPPSRIVPTPTSPAIAPPTETMAPPVRDPVPGKPTVTIRTRGAIIQTPTLGPIQPTRVSEAGTTVPGQIRPTMTIPGYVEPTAVATPPTTTTKKPRVSTPKPATPSTDSTTTTTRRPTKKPRTPRPVPRVTTKVSITRLETASPPTRIRTTTSGVPRGGEPNQRPELK..., which amino acid positions are active epitope sites? The epitope positions are: [887, 888, 889, 890, 891, 892, 893]. The amino acids at these positions are: SPPPYVP. (5) The epitope positions are: [35, 36, 37, 38, 39, 40, 41, 42, 43, 44, 45, 46, 47, 48, 49, 50, 51]. The amino acids at these positions are: NEEGFFSARGHRPLDKK. Given the antigen sequence: MKRMVSWSFHKLKTMKHLLLLLLCVFLVKSQGVNDNEEGFFSARGHRPLDKKREEAPSLR, which amino acid positions are active epitope sites? (6) Given the antigen sequence: MDRAVSQVALENDEREAKNTWRLVFRIAILLLTVVTLAISAAALAYSMEASTPSDLVGIPTAISRTEEKITSALGSNQDVVDRIYKQVALESPLALLNTESTIMNAITSLSYQINGAANSSGCGAPIHDPDYIGGIGKELIVDDASDVTSFYPSAFQEHLNFIPAPTTGSGCTRIPSFDMSATHYCYTHNVILSGCRDRSHSHQYLALGVLRTSATGRVFFSTLRSINLDDTQNRKSCSVSATPLGCDMLCSKVTETEEEDYNSAIPTSMVHGRLGFDGQYHEKDLDVTTLFEDWVANYPGVGGGSFIDNRVWFPVYGGLKPNSPSDTAQEGKYVIYKRYNDTCPDEQDYQIRMAKSSYKPGRFGGKRVQQAILSIKVSTSLGEDPVLTVPPNTVTLMGAEGRVLTVGTSHFFYQRGSSYFSPALLYPMTVSNKTATLHSPYTFNAFTRPGSVPCQASARCPNSCVTGVYTDPYPLVFYRNHTLRGVFGTMLDDEQARLN..., which amino acid positions are active epitope sites? The epitope positions are: [594, 595, 596, 597, 598, 599, 600, 601, 602, 603, 604, 605, 606, 607, 608, 609, 610, 611, 612]. The amino acids at these positions are: FCDAKNQTEYRRELESYAA. (7) Given the antigen sequence: MQLPLALCLVCLLVHTAFRVVEGQGWQAFKNDATEIIPELGEYPEPPPELENNKTMNRAENGGRPPHHPFETKDVSEYSCRELHFTRYVTDGPCRSAKPVTELVCSGQCGPARLLPNAIGRGKWWRPSGPDFRCIPDRYRAQRVQLLCPGGEAPRARKVRLVASCKCKRLTRFHNQSELKDFGTEAARPQKGRKPRPRARSAKANQAELENAY, which amino acid positions are active epitope sites? The epitope positions are: [167, 168, 169, 170, 171, 172, 173, 174, 175, 176, 177, 178, 179, 180, 181, 182]. The amino acids at these positions are: KRLTRFHNQSELKDFG. (8) The epitope positions are: [347, 348, 349, 350, 351, 352, 353]. The amino acids at these positions are: DVLQIAS. Given the antigen sequence: MKKLLKSALLFAATGSALSLQALPVGNPAEPSLLIDGTMWEGASGDPCDPCATWCDAISIRAGYYGDYVFDRVLKVDVNKTFSGMAATPTQATGNASNTNQPEANGRPNIAYGRHMQDAEWFSNAAFLALNIWDRFDIFCTLGASNGYFKASSAAFNLVGLIGFSAASSISTDLPTQLPNVGITQGVVEFYTDTSFSWSVGARGALWECGCATLGAEFQYAQSNPKIEMLNVTSSPAQFVIHKPRGYKGASSNFPLPITAGTTEATDTKSATIKYHEWQVGLALSYRLNMLVPYIGVNWSRATFDADTIRIAQPKLKSEILNITTWNPSLIGSTTALPNNSGKDVLSDVLQIASIQINKMKSRKACGVAVGATLIDADKWSITGEARLINERAAHMNAQFRF, which amino acid positions are active epitope sites? (9) Given the antigen sequence: VRAEEAPVASQSKAEKDYDAAMKKSEAAKKAYEEAKKKAEDAQKKYDEGQKKTEEKARKAEEASKEIAKATSEVQNAYVKYQRVQRNSRLNEKERKKQLAEIDEEINKAKQILNEKNEDFKKVREEVIPEPTELAKDQRKAEEAKAEEKVAKRKYDYATLKVALAKSKVEAEEAELDNKAENLQNKVADLEKEIANAEKTVADLEKEVAKLEKDVEDFKNSNGEQAEQYLAAAEKDLVAKKAELAEAKIKAATKKAELEKAEAELENLLSTLDPEGKTQDELDKEAAEAELNKKVEALQNQVAELEEELSKLEDNFKDAETNNVEDYIKEGLEEAIATKKAELEKTQKELDAALNELGPDGDEEETPAPAPQPEKPAPAPAPKPEKSADQQAEEDYARRSEEEYNRLTQQQPPKAEKPAPASAPQP, which amino acid positions are active epitope sites? The epitope positions are: [36, 37, 38, 39, 40, 41, 42, 43, 44, 45, 46]. The amino acids at these positions are: KKAEDAQKKYD. (10) The epitope positions are: [126, 127, 128, 129, 130, 131, 132, 133, 134, 135, 136, 137]. The amino acids at these positions are: PAELMRRFELYF. Given the antigen sequence: MALKDYALEKEKVKKFLQEFYQDDELGKKQFKYGNQLVRLAHREQVALYVDLDDVAEDDPELVDSICENARRYAKLFADAVQELLPQYKEREVVNKDVLDVYIEHRLMMEQRSRDPGMVRSPQNQYPAELMRRFELYFQGPSSNKPRVIREVRADSVGKLVTVRGIVTRVSEVKPKMVVATYTCDQCGAETYQPIQSPTFMPLIMCPSQECQTNRSGGRLYLQTRGSRFIKFQEMKMQEHSDQVPVGNIPRSITVLVEGENTRIAQPGDHVSVTGIFLPILRTGFRQVVQGLLSETYLEAHRIVKMNKSEDDESGAGELTREELRQIAEEDFYEKLAASIAPEIYGHEDVKKALLLLLVGGVDQSPRGMKIRGNINICLMGDPGVAKSQLLSYIDRLAPRSQYTTGRGSSGVGLTAAVLRDSVSGELTLEGGALVLADQGVCCIDEFDKMAEADRTAIHEVMEQQTISIAKAGILTTLNARCSILAAANPAYGRYNPRRS..., which amino acid positions are active epitope sites?